Dataset: Reaction yield outcomes from USPTO patents with 853,638 reactions. Task: Predict the reaction yield, written as a fraction of the theoretical maximum amount of product (1.0 means a 100% yield; for example, 0.34 means a 34% yield). (1) The product is [C:1]([C:3]1[C:4]([C:13]2[C:21]3[C:16](=[N:17][CH:18]=[C:19]([NH:22][C:23](=[O:32])[O:24][CH2:25][C:26]4[CH:31]=[CH:30][CH:29]=[CH:28][CH:27]=4)[CH:20]=3)[N:15]([S:33]([C:36]3[CH:42]=[CH:41][C:39]([CH3:40])=[CH:38][CH:37]=3)(=[O:35])=[O:34])[CH:14]=2)=[N:5][C:6]([NH:46][CH:43]([CH3:45])[CH3:44])=[N:7][CH:8]=1)#[N:2]. The yield is 0.820. The catalyst is C1COCC1. The reactants are [C:1]([C:3]1[C:4]([C:13]2[C:21]3[C:16](=[N:17][CH:18]=[C:19]([NH:22][C:23](=[O:32])[O:24][CH2:25][C:26]4[CH:31]=[CH:30][CH:29]=[CH:28][CH:27]=4)[CH:20]=3)[N:15]([S:33]([C:36]3[CH:42]=[CH:41][C:39]([CH3:40])=[CH:38][CH:37]=3)(=[O:35])=[O:34])[CH:14]=2)=[N:5][C:6](S(C)(=O)=O)=[N:7][CH:8]=1)#[N:2].[CH:43]([NH2:46])([CH3:45])[CH3:44].CCN(C(C)C)C(C)C. (2) The product is [F:3][C:4]([F:8])([CH3:7])[CH2:5][O:6][C:10]1[C:15]([C:16]#[N:17])=[CH:14][N:13]=[CH:12][N:11]=1. The yield is 0.580. The catalyst is C1COCC1. The reactants are [H-].[Na+].[F:3][C:4]([F:8])([CH3:7])[CH2:5][OH:6].Cl[C:10]1[C:15]([C:16]#[N:17])=[CH:14][N:13]=[CH:12][N:11]=1. (3) The reactants are [NH2:1][CH2:2][C:3]([NH:5][C:6]1[CH:11]=[CH:10][C:9]([O:12][CH2:13][C:14]2[CH:19]=[CH:18][C:17]([F:20])=[CH:16][CH:15]=2)=[CH:8][C:7]=1[F:21])=[O:4].Cl.[C:23](Cl)(=[O:25])[CH3:24].C(N(CC)CC)C. The catalyst is O. The product is [C:23]([NH:1][CH2:2][C:3]([NH:5][C:6]1[CH:11]=[CH:10][C:9]([O:12][CH2:13][C:14]2[CH:15]=[CH:16][C:17]([F:20])=[CH:18][CH:19]=2)=[CH:8][C:7]=1[F:21])=[O:4])(=[O:25])[CH3:24]. The yield is 0.990.